Dataset: Full USPTO retrosynthesis dataset with 1.9M reactions from patents (1976-2016). Task: Predict the reactants needed to synthesize the given product. (1) The reactants are: [Cl:1][C:2]1[CH:3]=[CH:4][C:5]([CH:35]2[CH2:37][CH2:36]2)=[C:6]([C:8]2[C:13]([O:14][CH3:15])=[CH:12][N:11]([CH:16]([CH3:33])[C:17]([NH:19][C:20]3[CH:32]=[CH:31][C:23]([C:24]([O:26]C(C)(C)C)=[O:25])=[CH:22][CH:21]=3)=[O:18])[C:10](=[O:34])[CH:9]=2)[CH:7]=1.C(O)(C(F)(F)F)=O. Given the product [Cl:1][C:2]1[CH:3]=[CH:4][C:5]([CH:35]2[CH2:37][CH2:36]2)=[C:6]([C:8]2[C:13]([O:14][CH3:15])=[CH:12][N:11]([CH:16]([CH3:33])[C:17]([NH:19][C:20]3[CH:21]=[CH:22][C:23]([C:24]([OH:26])=[O:25])=[CH:31][CH:32]=3)=[O:18])[C:10](=[O:34])[CH:9]=2)[CH:7]=1, predict the reactants needed to synthesize it. (2) Given the product [Br:8][C:6]1[CH:7]=[C:2]([NH:1][C:15](=[O:19])[CH:16]([CH3:18])[CH3:17])[CH:3]=[N:4][CH:5]=1, predict the reactants needed to synthesize it. The reactants are: [NH2:1][C:2]1[CH:3]=[N:4][CH:5]=[C:6]([Br:8])[CH:7]=1.N1C=CC=CC=1.[C:15](Cl)(=[O:19])[CH:16]([CH3:18])[CH3:17].